This data is from hERG potassium channel inhibition data for cardiac toxicity prediction from Karim et al.. The task is: Regression/Classification. Given a drug SMILES string, predict its toxicity properties. Task type varies by dataset: regression for continuous values (e.g., LD50, hERG inhibition percentage) or binary classification for toxic/non-toxic outcomes (e.g., AMES mutagenicity, cardiotoxicity, hepatotoxicity). Dataset: herg_karim. The molecule is CC(C)(O)c1ccc(-c2cc(C(N)=O)c(Nc3cccc(CN4CCOCC4)n3)s2)cc1. The result is 1 (blocker).